Predict the reaction yield, written as a fraction of the theoretical maximum amount of product (1.0 means a 100% yield; for example, 0.34 means a 34% yield). From a dataset of Reaction yield outcomes from USPTO patents with 853,638 reactions. (1) The product is [Cl:1][CH2:2][C:3]([NH:6][C:7]1[CH:8]=[C:9]2[C:13](=[CH:14][CH:15]=1)[NH:12][N:11]=[CH:10]2)=[O:4]. The yield is 0.460. The reactants are [Cl:1][CH2:2][C:3](Cl)=[O:4].[NH2:6][C:7]1[CH:8]=[C:9]2[C:13](=[CH:14][CH:15]=1)[NH:12][N:11]=[CH:10]2.C(N(CC)CC)C.C(=O)([O-])[O-].[Na+].[Na+]. The catalyst is O1CCCC1.O. (2) The reactants are [NH2:1][C:2]1[CH:23]=[CH:22][C:5]([O:6][C:7]2[CH:8]=[CH:9][C:10]3[N:11]([CH:13]=[C:14]([NH:16][C:17]([CH:19]4[CH2:21][CH2:20]4)=[O:18])[N:15]=3)[CH:12]=2)=[C:4]([F:24])[CH:3]=1.[CH3:25][C:26]1[CH:31]=[CH:30][CH:29]=[CH:28][C:27]=1[N:32]1[CH:37]=[CH:36][CH:35]=[C:34]([C:38](O)=[O:39])[C:33]1=[O:41].C(N(CC)C(C)C)(C)C.CN(C(ON1N=NC2C=CC=NC1=2)=[N+](C)C)C.F[P-](F)(F)(F)(F)F. The catalyst is CN(C)C=O. The product is [CH:19]1([C:17]([NH:16][C:14]2[N:15]=[C:10]3[CH:9]=[CH:8][C:7]([O:6][C:5]4[CH:22]=[CH:23][C:2]([NH:1][C:38]([C:34]5[C:33](=[O:41])[N:32]([C:27]6[CH:28]=[CH:29][CH:30]=[CH:31][C:26]=6[CH3:25])[CH:37]=[CH:36][CH:35]=5)=[O:39])=[CH:3][C:4]=4[F:24])=[CH:12][N:11]3[CH:13]=2)=[O:18])[CH2:21][CH2:20]1. The yield is 0.540. (3) The reactants are Cl[C:2]1[CH:7]=[CH:6][N:5]=[C:4]2[CH:8]=[CH:9][NH:10][C:3]=12.[F:11][C:12]1[CH:17]=[C:16]([N+:18]([O-:20])=[O:19])[CH:15]=[CH:14][C:13]=1[OH:21].C([O-])([O-])=O.[K+].[K+]. The catalyst is O(C1C=CC=CC=1)C1C=CC=CC=1. The product is [F:11][C:12]1[CH:17]=[C:16]([N+:18]([O-:20])=[O:19])[CH:15]=[CH:14][C:13]=1[O:21][C:2]1[CH:7]=[CH:6][N:5]=[C:4]2[CH:8]=[CH:9][NH:10][C:3]=12. The yield is 0.260. (4) The reactants are [NH2:1][C@H:2]([CH2:6][O:7][CH:8]([F:10])[F:9])[C:3]([OH:5])=[O:4].C(=O)(O)[O-].[Na+].[C:16](OC(=O)C)(=[O:18])[CH3:17].Cl. The catalyst is O.O1CCOCC1. The product is [C:16]([NH:1][C@H:2]([CH2:6][O:7][CH:8]([F:10])[F:9])[C:3]([OH:5])=[O:4])(=[O:18])[CH3:17]. The yield is 0.823. (5) The reactants are [F:1][C:2]1[CH:7]=[C:6]([I:8])[CH:5]=[CH:4][C:3]=1[NH:9][C:10]1[C:19]([F:20])=[C:18]2[C:13]([C:14]([CH3:21])=[N:15][CH:16]=[N:17]2)=[CH:12][C:11]=1C(O)=O.C([N:27]([CH2:30]C)CC)C.C1(P(N=[N+]=[N-])(C2C=CC=CC=2)=[O:39])C=CC=CC=1. The catalyst is C1(C)C=CC=CC=1. The product is [F:1][C:2]1[CH:7]=[C:6]([I:8])[CH:5]=[CH:4][C:3]=1[N:9]1[C:10]2[C:11](=[CH:12][C:13]3[C:14]([CH3:21])=[N:15][CH:16]=[N:17][C:18]=3[C:19]=2[F:20])[NH:27][C:30]1=[O:39]. The yield is 0.750. (6) The reactants are [Li][CH2:2]CCC.[CH3:6][CH2:7][CH2:8][CH2:9][CH2:10][CH3:11].C[N:13]([CH:15]=O)[CH3:14].[CH2:17]1[CH2:21][O:20][CH2:19][CH2:18]1. No catalyst specified. The product is [C:8]1([CH3:2])[CH:7]=[CH:6][CH:11]=[CH:10][C:9]=1[C:15]1[CH:21]=[CH:17][C:18]([CH:19]=[O:20])=[CH:14][N:13]=1. The yield is 0.910. (7) The reactants are Br[C:2]1[CH:3]=[C:4]([C:7](=[O:9])[CH3:8])[S:5][CH:6]=1.[CH2:10]([Sn](CCCC)(CCCC)C=C)[CH2:11]CC. The catalyst is C1C=CC([P]([Pd]([P](C2C=CC=CC=2)(C2C=CC=CC=2)C2C=CC=CC=2)([P](C2C=CC=CC=2)(C2C=CC=CC=2)C2C=CC=CC=2)[P](C2C=CC=CC=2)(C2C=CC=CC=2)C2C=CC=CC=2)(C2C=CC=CC=2)C2C=CC=CC=2)=CC=1.O1CCOCC1. The product is [CH:10]([C:2]1[CH:3]=[C:4]([C:7](=[O:9])[CH3:8])[S:5][CH:6]=1)=[CH2:11]. The yield is 0.822. (8) No catalyst specified. The yield is 0.515. The reactants are [F:1][C:2]([F:11])([F:10])[C:3]1[C:4]([OH:9])=[N:5][CH:6]=[CH:7][CH:8]=1.OS(O)(=O)=O.[N+:17]([O-])([OH:19])=[O:18]. The product is [N+:17]([C:7]1[CH:8]=[C:3]([C:2]([F:1])([F:10])[F:11])[C:4]([OH:9])=[N:5][CH:6]=1)([O-:19])=[O:18]. (9) The reactants are [Cl-].O[NH3+:3].[C:4](=[O:7])([O-])[OH:5].[Na+].CS(C)=O.[CH:13]([O:16][C:17]1[CH:22]=[CH:21][C:20]([N:23]2[C:28](=[O:29])[C:27]([CH2:30][C:31]3[CH:36]=[CH:35][C:34]([C:37]4[C:38]([C:43]#[N:44])=[CH:39][CH:40]=[CH:41][CH:42]=4)=[CH:33][CH:32]=3)=[C:26]([CH2:45][CH2:46][CH3:47])[N:25]=[C:24]2[O:48][CH3:49])=[CH:19][CH:18]=1)([CH3:15])[CH3:14]. The catalyst is O. The product is [CH:13]([O:16][C:17]1[CH:18]=[CH:19][C:20]([N:23]2[C:28](=[O:29])[C:27]([CH2:30][C:31]3[CH:36]=[CH:35][C:34]([C:37]4[CH:42]=[CH:41][CH:40]=[CH:39][C:38]=4[C:43]4[NH:3][C:4](=[O:7])[O:5][N:44]=4)=[CH:33][CH:32]=3)=[C:26]([CH2:45][CH2:46][CH3:47])[N:25]=[C:24]2[O:48][CH3:49])=[CH:21][CH:22]=1)([CH3:15])[CH3:14]. The yield is 0.330. (10) The yield is 0.500. The product is [CH2:1]([O:3][C:4]1[C:13]2[C:8](=[CH:9][CH:10]=[C:11]([CH:14]=[C:15]3[S:19][C:18]([NH:37][CH2:38][CH2:39][CH:40]4[CH2:45][CH2:44][O:43][CH2:42][CH2:41]4)=[N:17][C:16]3=[O:21])[CH:12]=2)[N:7]=[C:6]([NH:22][C:23](=[O:25])[CH3:24])[CH:5]=1)[CH3:2]. The reactants are [CH2:1]([O:3][C:4]1[C:13]2[C:8](=[CH:9][CH:10]=[C:11]([CH:14]=[C:15]3[S:19][C:18](=S)[NH:17][C:16]3=[O:21])[CH:12]=2)[N:7]=[C:6]([NH:22][C:23](=[O:25])[CH3:24])[CH:5]=1)[CH3:2].C(N(C(C)C)CC)(C)C.CI.[NH2:37][CH2:38][CH2:39][CH:40]1[CH2:45][CH2:44][O:43][CH2:42][CH2:41]1. The catalyst is C(#N)C.